From a dataset of Full USPTO retrosynthesis dataset with 1.9M reactions from patents (1976-2016). Predict the reactants needed to synthesize the given product. Given the product [CH2:34]([C:37]1[CH:42]=[CH:41][CH:40]=[CH:39][CH:38]=1)[CH:35]=[C:3]([C:4]1[CH:5]=[CH:6][CH:7]=[CH:8][CH:9]=1)[CH3:2], predict the reactants needed to synthesize it. The reactants are: [Br-].[CH2:2]([P+](C1C=CC=CC=1)(C1C=CC=CC=1)C1C=CC=CC=1)[CH2:3][C:4]1[CH:9]=[CH:8][CH:7]=[CH:6][CH:5]=1.[Li]CCCC.[C:34]([C:37]1[CH:42]=[CH:41][CH:40]=[CH:39][CH:38]=1)(=O)[CH3:35].